Dataset: Catalyst prediction with 721,799 reactions and 888 catalyst types from USPTO. Task: Predict which catalyst facilitates the given reaction. (1) Reactant: [NH2:1][CH2:2][CH:3]1[CH2:8][CH2:7][N:6]([C:9]2[C:14]([NH:15][C:16](=[O:24])[C:17]3[CH:22]=[CH:21][CH:20]=[C:19]([Cl:23])[CH:18]=3)=[CH:13][C:12]([S:25]([CH3:28])(=[O:27])=[O:26])=[CH:11][N:10]=2)[CH2:5][CH2:4]1.C(=O)([O-])[O-].[Na+].[Na+].[C:35]1([CH2:41][S:42](Cl)(=[O:44])=[O:43])[CH:40]=[CH:39][CH:38]=[CH:37][CH:36]=1. Product: [CH2:41]([S:42]([NH:1][CH2:2][CH:3]1[CH2:4][CH2:5][N:6]([C:9]2[C:14]([NH:15][C:16](=[O:24])[C:17]3[CH:22]=[CH:21][CH:20]=[C:19]([Cl:23])[CH:18]=3)=[CH:13][C:12]([S:25]([CH3:28])(=[O:26])=[O:27])=[CH:11][N:10]=2)[CH2:7][CH2:8]1)(=[O:44])=[O:43])[C:35]1[CH:40]=[CH:39][CH:38]=[CH:37][CH:36]=1. The catalyst class is: 47. (2) Reactant: [N:1]1([C:7]2[CH:8]=[C:9](/[CH:13]=[CH:14]/[C:15]3[N:16]=[CH:17][C:18]4[C:19]([CH:32]=3)=[C:20]3[C:28](=[CH:29][CH:30]=4)[C:27]4[C:26](=[O:31])[NH:25][CH2:24][CH2:23][C:22]=4[NH:21]3)[CH:10]=[CH:11][CH:12]=2)[CH2:6][CH2:5][O:4][CH2:3][CH2:2]1.[CH3:33]N(C=O)C. Product: [CH3:33][N:21]1[C:20]2[C:28](=[CH:29][CH:30]=[C:18]3[CH:17]=[N:16][C:15](/[CH:14]=[CH:13]/[C:9]4[CH:10]=[CH:11][CH:12]=[C:7]([N:1]5[CH2:6][CH2:5][O:4][CH2:3][CH2:2]5)[CH:8]=4)=[CH:32][C:19]3=2)[C:27]2[C:26](=[O:31])[NH:25][CH2:24][CH2:23][C:22]1=2. The catalyst class is: 11. (3) Reactant: [CH2:1]([N:5]1[C:13]2[C:8](=[CH:9][CH:10]=[C:11]([C:14]([O:16]C)=[O:15])[CH:12]=2)[CH:7]=[N:6]1)[CH2:2][CH2:3][CH3:4].C(=O)(O)[O-].[Na+].[OH-].[Na+].Cl. Product: [CH2:1]([N:5]1[C:13]2[C:8](=[CH:9][CH:10]=[C:11]([C:14]([OH:16])=[O:15])[CH:12]=2)[CH:7]=[N:6]1)[CH2:2][CH2:3][CH3:4]. The catalyst class is: 5. (4) Reactant: BrC1C=CC(C(C)(C)C(OC)=O)=NC=1.COCCOC1C=CC(B(O)O)=CC=1.[CH3:29][O:30][CH2:31][CH2:32][O:33][C:34]1[CH:39]=[CH:38][C:37]([C:40]2[CH:41]=[CH:42][C:43]([C:46]([CH3:52])([CH3:51])[C:47]([O:49]C)=[O:48])=[N:44][CH:45]=2)=[CH:36][CH:35]=1.O.[OH-].[Li+]. The catalyst class is: 738. Product: [CH3:29][O:30][CH2:31][CH2:32][O:33][C:34]1[CH:35]=[CH:36][C:37]([C:40]2[CH:41]=[CH:42][C:43]([C:46]([CH3:52])([CH3:51])[C:47]([OH:49])=[O:48])=[N:44][CH:45]=2)=[CH:38][CH:39]=1. (5) Reactant: C([Li])CCC.CCCCCC.[CH2:12]([N:19]1[CH2:23][CH2:22][C:21]([S:40]([C:43]2[CH:48]=[CH:47][CH:46]=[C:45](Br)[CH:44]=2)(=[O:42])=[O:41])([C:24]2[CH:29]=[CH:28][C:27]([C:30]([F:39])([C:35]([F:38])([F:37])[F:36])[C:31]([F:34])([F:33])[F:32])=[CH:26][CH:25]=2)[CH2:20]1)[C:13]1[CH:18]=[CH:17][CH:16]=[CH:15][CH:14]=1.[C:50]1(=[O:54])[CH2:53][CH2:52][CH2:51]1. Product: [CH2:12]([N:19]1[CH2:23][CH2:22][C:21]([C:24]2[CH:29]=[CH:28][C:27]([C:30]([F:39])([C:35]([F:38])([F:37])[F:36])[C:31]([F:34])([F:33])[F:32])=[CH:26][CH:25]=2)([S:40]([C:43]2[CH:44]=[C:45]([C:50]3([OH:54])[CH2:53][CH2:52][CH2:51]3)[CH:46]=[CH:47][CH:48]=2)(=[O:42])=[O:41])[CH2:20]1)[C:13]1[CH:18]=[CH:17][CH:16]=[CH:15][CH:14]=1. The catalyst class is: 1. (6) Reactant: [Cl:1][C:2]1[CH:7]=[CH:6][N:5]=[C:4]([CH2:8]O)[CH:3]=1.S(Cl)([Cl:12])=O.O. Product: [Cl:1][C:2]1[CH:7]=[CH:6][N:5]=[C:4]([CH2:8][Cl:12])[CH:3]=1. The catalyst class is: 4. (7) Reactant: [C:1]([C:3]1[CH:8]=[CH:7][C:6]([S:9](Cl)(=[O:11])=[O:10])=[CH:5][CH:4]=1)#[N:2].[CH2:13]([NH:20][CH2:21][C:22]1[CH:27]=[CH:26][C:25]([O:28][CH3:29])=[CH:24][CH:23]=1)[C:14]1[CH:19]=[CH:18][CH:17]=[CH:16][CH:15]=1.C(N(CC)CC)C. Product: [CH2:13]([N:20]([CH2:21][C:22]1[CH:27]=[CH:26][C:25]([O:28][CH3:29])=[CH:24][CH:23]=1)[S:9]([C:6]1[CH:7]=[CH:8][C:3]([C:1]#[N:2])=[CH:4][CH:5]=1)(=[O:11])=[O:10])[C:14]1[CH:15]=[CH:16][CH:17]=[CH:18][CH:19]=1. The catalyst class is: 4. (8) Reactant: [C:1]([C:3]1[CH:4]=[C:5](F)[CH:6]=[CH:7][C:8]=1[C:9]([F:12])([F:11])[F:10])#[N:2].[OH:14][C:15]1[CH:20]=[CH:19][C:18]([B:21]([OH:23])[OH:22])=[CH:17][CH:16]=1.C([O-])([O-])=O.[K+].[K+].CN(C=O)C.O. Product: [C:1]([C:3]1[CH:4]=[C:5]([CH:6]=[CH:7][C:8]=1[C:9]([F:12])([F:11])[F:10])[O:14][C:15]1[CH:20]=[CH:19][C:18]([B:21]([OH:23])[OH:22])=[CH:17][CH:16]=1)#[N:2]. The catalyst class is: 6. (9) Reactant: [Cl:1][C:2]1[CH:11]=[CH:10][C:9]2[C:4](=[CH:5][CH:6]=[C:7]([OH:12])[CH:8]=2)[N:3]=1.CC(C)([O-])C.[K+].[CH2:19](Br)[C:20]1[CH:25]=[CH:24][CH:23]=[CH:22][CH:21]=1. Product: [CH2:19]([O:12][C:7]1[CH:8]=[C:9]2[C:4](=[CH:5][CH:6]=1)[N:3]=[C:2]([Cl:1])[CH:11]=[CH:10]2)[C:20]1[CH:25]=[CH:24][CH:23]=[CH:22][CH:21]=1. The catalyst class is: 1. (10) Reactant: C(N(CC)CC)C.C1C=CC(N([S:15]([C:18]([F:21])([F:20])[F:19])(=[O:17])=[O:16])[S:15]([C:18]([F:21])([F:20])[F:19])(=[O:17])=[O:16])=CC=1.[CH2:29]([C:31]([C:42]1[CH:47]=[CH:46][C:45](/[CH:48]=[CH:49]/[C:50]2([OH:56])[CH2:55][CH2:54][S:53][CH2:52][CH2:51]2)=[C:44]([CH3:57])[CH:43]=1)([C:34]1[CH:39]=[CH:38][C:37]([OH:40])=[C:36]([CH3:41])[CH:35]=1)[CH2:32][CH3:33])[CH3:30].O. Product: [CH2:29]([C:31]([C:34]1[CH:39]=[CH:38][C:37]([O:40][S:15]([C:18]([F:21])([F:20])[F:19])(=[O:17])=[O:16])=[C:36]([CH3:41])[CH:35]=1)([C:42]1[CH:47]=[CH:46][C:45](/[CH:48]=[CH:49]/[C:50]2([OH:56])[CH2:55][CH2:54][S:53][CH2:52][CH2:51]2)=[C:44]([CH3:57])[CH:43]=1)[CH2:32][CH3:33])[CH3:30]. The catalyst class is: 4.